From a dataset of Reaction yield outcomes from USPTO patents with 853,638 reactions. Predict the reaction yield, written as a fraction of the theoretical maximum amount of product (1.0 means a 100% yield; for example, 0.34 means a 34% yield). (1) The reactants are [Si:1]([O:8][CH2:9][C@@H:10]([OH:22])[CH2:11][CH2:12][C:13]1[CH:18]=[CH:17][CH:16]=[C:15]([O:19][CH3:20])[C:14]=1O)([C:4]([CH3:7])([CH3:6])[CH3:5])([CH3:3])[CH3:2].C1(P(C2C=CC=CC=2)C2C=CC=CC=2)C=CC=CC=1.N(C(OCC)=O)=NC(OCC)=O. The catalyst is C1(C)C=CC=CC=1. The product is [CH3:20][O:19][C:15]1[CH:16]=[CH:17][CH:18]=[C:13]2[C:14]=1[O:22][C@@H:10]([CH2:9][O:8][Si:1]([C:4]([CH3:5])([CH3:6])[CH3:7])([CH3:2])[CH3:3])[CH2:11][CH2:12]2. The yield is 0.760. (2) The reactants are [CH2:1]([N:5]([C:10]1[CH:15]=[CH:14][C:13]([O:16][CH3:17])=[CH:12][CH:11]=1)[C:6](=[O:9])[CH:7]=[CH2:8])[CH2:2]C=C. The catalyst is C(Cl)Cl.Cl[Ru](=CC1C=CC=CC=1)([P](C1CCCCC1)(C1CCCCC1)C1CCCCC1)([P](C1CCCCC1)(C1CCCCC1)C1CCCCC1)Cl. The product is [CH3:17][O:16][C:13]1[CH:12]=[CH:11][C:10]([N:5]2[CH2:1][CH2:2][CH:8]=[CH:7][C:6]2=[O:9])=[CH:15][CH:14]=1. The yield is 0.980. (3) The reactants are N[C:2]1[CH:10]=[CH:9][C:5]([C:6]([OH:8])=[O:7])=[C:4]([OH:11])[C:3]=1[OH:12].[BrH:13].N([O-])=O.[Na+]. The catalyst is O. The product is [Br:13][C:2]1[CH:10]=[CH:9][C:5]([C:6]([OH:8])=[O:7])=[C:4]([OH:11])[C:3]=1[OH:12]. The yield is 0.700. (4) The reactants are Br[C:2]1[N:10]([CH2:11][C:12]2[CH:17]=[CH:16][C:15]([Cl:18])=[CH:14][CH:13]=2)[C:9]2[C:8](=[O:19])[N:7]([CH2:20][CH2:21][CH2:22][O:23]C3CCCCO3)[C:6](=[O:30])[N:5]([CH3:31])[C:4]=2[N:3]=1.[F:32][C:33]([F:45])([F:44])[O:34][C:35]1[CH:36]=[C:37](B(O)O)[CH:38]=[CH:39][CH:40]=1.C(=O)([O-])[O-].[Na+].[Na+]. The catalyst is C1(C)C=CC=CC=1.C(O)C.Cl.C1C=CC([P]([Pd]([P](C2C=CC=CC=2)(C2C=CC=CC=2)C2C=CC=CC=2)([P](C2C=CC=CC=2)(C2C=CC=CC=2)C2C=CC=CC=2)[P](C2C=CC=CC=2)(C2C=CC=CC=2)C2C=CC=CC=2)(C2C=CC=CC=2)C2C=CC=CC=2)=CC=1. The product is [Cl:18][C:15]1[CH:14]=[CH:13][C:12]([CH2:11][N:10]2[C:9]3[C:8](=[O:19])[N:7]([CH2:20][CH2:21][CH2:22][OH:23])[C:6](=[O:30])[N:5]([CH3:31])[C:4]=3[N:3]=[C:2]2[C:37]2[CH:38]=[CH:39][CH:40]=[C:35]([O:34][C:33]([F:32])([F:44])[F:45])[CH:36]=2)=[CH:17][CH:16]=1. The yield is 0.494. (5) The reactants are Cl[C:2]1[CH:3]=[C:4]([C:9]2[N:13]3[C:14]4[N:22]=[C:21]([O:23][CH3:24])[CH:20]=[CH:19][C:15]=4[N:16]=[C:17]([CH3:18])[C:12]3=[C:11]([CH3:25])[N:10]=2)[CH:5]=[C:6](Cl)[CH:7]=1.[C:26](C1C=C(B(O)O)C=CC=1)#[N:27].C([O-])([O-])=O.[K+].[K+]. The catalyst is C1C=CC([P]([Pd]([P](C2C=CC=CC=2)(C2C=CC=CC=2)C2C=CC=CC=2)([P](C2C=CC=CC=2)(C2C=CC=CC=2)C2C=CC=CC=2)[P](C2C=CC=CC=2)(C2C=CC=CC=2)C2C=CC=CC=2)(C2C=CC=CC=2)C2C=CC=CC=2)=CC=1. The product is [CH3:24][O:23][C:21]1[CH:20]=[CH:19][C:15]2[N:16]=[C:17]([CH3:18])[C:12]3[N:13]([C:9]([C:4]4[CH:3]=[C:2]([CH:7]=[CH:6][CH:5]=4)[C:26]#[N:27])=[N:10][C:11]=3[CH3:25])[C:14]=2[N:22]=1. The yield is 0.650. (6) The reactants are [CH3:1][N:2]1[C:7]([C:8]([F:11])([F:10])[F:9])=[CH:6][C:5](=[O:12])[N:4]([C:13]2[CH:14]=[CH:15][C:16]3[S:20][N:19]=[C:18]([C:21](O)=O)[C:17]=3[CH:24]=2)[C:3]1=[O:25].C(Cl)(=O)C(Cl)=O.Cl.Cl.[C:34](=[NH:44])([O:41][CH2:42][CH3:43])[CH2:35][C:36](=[NH:40])[O:37][CH2:38][CH3:39].C(N(C(C)C)CC)(C)C. The catalyst is C(Cl)Cl.CN(C)C=O.C(OCC)C. The product is [CH2:38]([O:37][C:36]1[CH:35]=[C:34]([O:41][CH2:42][CH3:43])[N:44]=[C:21]([C:18]2[C:17]3[CH:24]=[C:13]([N:4]4[C:5](=[O:12])[CH:6]=[C:7]([C:8]([F:11])([F:10])[F:9])[N:2]([CH3:1])[C:3]4=[O:25])[CH:14]=[CH:15][C:16]=3[S:20][N:19]=2)[N:40]=1)[CH3:39]. The yield is 0.0831. (7) The reactants are [NH2:1][C:2]1[CH:7]=[C:6]([CH2:8][O:9][C:10]2[C:19]3[C:14](=[CH:15][CH:16]=[CH:17][CH:18]=3)[C:13]([N+:20]([O-])=O)=[CH:12][CH:11]=2)[CH:5]=[CH:4][N:3]=1.[H][H]. The catalyst is CO.CC(O)=O.[Pt]. The product is [NH2:1][C:2]1[CH:7]=[C:6]([CH2:8][O:9][C:10]2[C:19]3[C:14](=[CH:15][CH:16]=[CH:17][CH:18]=3)[C:13]([NH2:20])=[CH:12][CH:11]=2)[CH:5]=[CH:4][N:3]=1. The yield is 0.940.